Dataset: Catalyst prediction with 721,799 reactions and 888 catalyst types from USPTO. Task: Predict which catalyst facilitates the given reaction. Reactant: [C:1]([Si:5]([CH3:30])([CH3:29])[O:6][C@@H:7]1[CH2:12][CH2:11][C@H:10]([N:13]2[CH2:17][CH2:16][CH:15]([CH2:18][C:19]3[C:24]([Cl:25])=[CH:23][C:22]([OH:26])=[CH:21][C:20]=3[Cl:27])[C:14]2=[O:28])[CH2:9][CH2:8]1)([CH3:4])([CH3:3])[CH3:2].Br[CH:32]([CH3:34])[CH3:33].C(=O)([O-])[O-].[K+].[K+]. Product: [C:1]([Si:5]([CH3:30])([CH3:29])[O:6][C@@H:7]1[CH2:12][CH2:11][C@H:10]([N:13]2[CH2:17][CH2:16][CH:15]([CH2:18][C:19]3[C:20]([Cl:27])=[CH:21][C:22]([O:26][CH:32]([CH3:34])[CH3:33])=[CH:23][C:24]=3[Cl:25])[C:14]2=[O:28])[CH2:9][CH2:8]1)([CH3:2])([CH3:4])[CH3:3]. The catalyst class is: 21.